Dataset: Catalyst prediction with 721,799 reactions and 888 catalyst types from USPTO. Task: Predict which catalyst facilitates the given reaction. (1) Reactant: [Cl:1][C:2]1[N:3]=[N:4][C:5]([C:8]2[CH:9]=[N:10][NH:11][CH:12]=2)=[CH:6][CH:7]=1.Br[CH:14]([CH3:16])[CH3:15].[C:17](=O)([O-])[O-:18].[Cs+].[Cs+].CN(C=O)C. Product: [Cl:1][C:2]1[N:3]=[N:4][C:5]([C:8]2[CH:9]=[N:10][N:11]([CH:14]3[CH2:16][CH2:17][O:18][CH2:15]3)[CH:12]=2)=[CH:6][CH:7]=1. The catalyst class is: 6. (2) Reactant: [O:1]1[CH2:6][CH2:5][N:4]([CH2:7][C:8]2[N:13]=[C:12]([NH2:14])[CH:11]=[CH:10][CH:9]=2)[CH2:3][CH2:2]1.[F:15][C:16]([F:36])([F:35])[C:17]1[CH:22]=[CH:21][CH:20]=[CH:19][C:18]=1[C:23]1[CH:24]=[CH:25][C:26]2[N:27]([C:29]([C:32](O)=[O:33])=[CH:30][N:31]=2)[N:28]=1.CN(C(ON1N=NC2C=CC=NC1=2)=[N+](C)C)C.F[P-](F)(F)(F)(F)F.CCN(C(C)C)C(C)C. Product: [O:1]1[CH2:6][CH2:5][N:4]([CH2:7][C:8]2[N:13]=[C:12]([NH:14][C:32]([C:29]3[N:27]4[N:28]=[C:23]([C:18]5[CH:19]=[CH:20][CH:21]=[CH:22][C:17]=5[C:16]([F:36])([F:15])[F:35])[CH:24]=[CH:25][C:26]4=[N:31][CH:30]=3)=[O:33])[CH:11]=[CH:10][CH:9]=2)[CH2:3][CH2:2]1. The catalyst class is: 136. (3) Reactant: [Br:1][C:2]1[CH:7]=[CH:6][C:5]([S:8][CH:9]([CH2:15][C:16]2([CH3:19])[CH2:18][CH2:17]2)[C:10]([O:12]CC)=[O:11])=[CH:4][CH:3]=1.[Li+].[OH-]. Product: [Br:1][C:2]1[CH:7]=[CH:6][C:5]([S:8][CH:9]([CH2:15][C:16]2([CH3:19])[CH2:17][CH2:18]2)[C:10]([OH:12])=[O:11])=[CH:4][CH:3]=1. The catalyst class is: 5. (4) Reactant: [CH2:1]([O:3][C:4](=[O:15])[C:5]([C:12](=[O:14])[CH3:13])([CH3:11])[CH2:6][CH:7]=[C:8]([CH3:10])[CH3:9])[CH3:2].C[Si]([N-][Si](C)(C)C)(C)C.[Li+].Br[CH2:27][C:28]#[N:29].[O-2].[Al+3].[O-2].[O-2].[Al+3]. Product: [CH2:1]([O:3][C:4](=[O:15])[C:5]([C:12](=[O:14])[CH2:13][CH2:27][C:28]#[N:29])([CH3:11])[CH2:6][CH:7]=[C:8]([CH3:9])[CH3:10])[CH3:2]. The catalyst class is: 7. (5) Reactant: C(O)C.[OH-].[K+].[CH2:6]([C:12]1[CH:20]=[C:19]2[C:15]([C:16](=[O:23])[C:17]([CH3:22])([CH3:21])[CH2:18]2)=[CH:14][C:13]=1[O:24][CH2:25][CH2:26][CH2:27][C:28]([O:30]CC)=[O:29])[CH2:7][CH2:8][CH2:9][CH2:10][CH3:11]. Product: [CH2:6]([C:12]1[CH:20]=[C:19]2[C:15]([C:16](=[O:23])[C:17]([CH3:22])([CH3:21])[CH2:18]2)=[CH:14][C:13]=1[O:24][CH2:25][CH2:26][CH2:27][C:28]([OH:30])=[O:29])[CH2:7][CH2:8][CH2:9][CH2:10][CH3:11]. The catalyst class is: 6. (6) Reactant: F[C:2]1[CH:3]=[C:4]([CH:7]=[C:8]([C:10]([F:13])([F:12])[F:11])[CH:9]=1)[C:5]#[N:6].[CH3:14][N:15]([CH3:21])[CH2:16][CH2:17][CH2:18][NH:19][CH3:20].C(=O)([O-])[O-].[K+].[K+]. Product: [CH3:14][N:15]([CH3:21])[CH2:16][CH2:17][CH2:18][N:19]([CH3:20])[C:2]1[CH:3]=[C:4]([CH:7]=[C:8]([C:10]([F:13])([F:12])[F:11])[CH:9]=1)[C:5]#[N:6]. The catalyst class is: 16. (7) Reactant: [Cl:1][C:2]1[CH:3]=[CH:4][C:5]([O:15][CH2:16][C:17]2[C:22]([F:23])=[CH:21][CH:20]=[CH:19][C:18]=2[F:24])=[C:6]([C:8](=O)[CH2:9][CH2:10][C:11](=O)[CH3:12])[CH:7]=1.[NH2:25][C:26]1[CH:27]=[C:28]([C:36]([OH:38])=[O:37])[C:29]2[C:34]([CH:35]=1)=[CH:33][CH:32]=[CH:31][CH:30]=2.CC1C=CC(S(O)(=O)=O)=CC=1. Product: [Cl:1][C:2]1[CH:3]=[CH:4][C:5]([O:15][CH2:16][C:17]2[C:22]([F:23])=[CH:21][CH:20]=[CH:19][C:18]=2[F:24])=[C:6]([C:8]2[N:25]([C:26]3[CH:27]=[C:28]([C:36]([OH:38])=[O:37])[C:29]4[C:34]([CH:35]=3)=[CH:33][CH:32]=[CH:31][CH:30]=4)[C:11]([CH3:12])=[CH:10][CH:9]=2)[CH:7]=1. The catalyst class is: 291.